Task: Regression/Classification. Given a drug SMILES string, predict its toxicity properties. Task type varies by dataset: regression for continuous values (e.g., LD50, hERG inhibition percentage) or binary classification for toxic/non-toxic outcomes (e.g., AMES mutagenicity, cardiotoxicity, hepatotoxicity). Dataset: ld50_zhu.. Dataset: Acute oral toxicity (LD50) regression data from Zhu et al. (1) The molecule is C=C1C(=CC=C2CCCC3(C)C2CCC3C(C)C=CC(C)C(C)C)CC(O)CC1O. The rat oral LD50 is 5.07, given as -log10 of the dose in mol/kg body weight (higher means more acutely toxic). (2) The molecule is COc1ccc(C(=O)N2CCCC2=O)cc1. The rat oral LD50 is 1.69, given as -log10 of the dose in mol/kg body weight (higher means more acutely toxic). (3) The rat oral LD50 is 2.03, given as -log10 of the dose in mol/kg body weight (higher means more acutely toxic). The compound is CC1CN(C2CCCCCCCCCCC2)CC(C)O1. (4) The compound is O=C(O)c1ccc(Cl)cc1. The rat oral LD50 is 2.13, given as -log10 of the dose in mol/kg body weight (higher means more acutely toxic). (5) The molecule is COC1CC(C)(O)Cc2cc3c(c(O)c21)C(=O)c1c(O)cc2c(c1C3=O)OC1OC2(C)C(O)C(N(C)C)C1O. The rat oral LD50 is 2.48, given as -log10 of the dose in mol/kg body weight (higher means more acutely toxic). (6) The molecule is CCC(C)N(C(=O)SCc1ccccc1)C(C)CC. The rat oral LD50 is 1.45, given as -log10 of the dose in mol/kg body weight (higher means more acutely toxic).